From a dataset of Forward reaction prediction with 1.9M reactions from USPTO patents (1976-2016). Predict the product of the given reaction. (1) The product is: [CH:23]([NH:26][C:27]([NH:22][C:17]1[CH:18]=[C:19]2[C:14](=[CH:15][CH:16]=1)[N:13]=[C:12]([NH:11][CH:9]1[C:10]3[C:6](=[CH:5][CH:4]=[CH:3][C:2]=3[CH3:1])[CH2:7][CH2:8]1)[CH:21]=[CH:20]2)=[O:28])([CH3:25])[CH3:24]. Given the reactants [CH3:1][C:2]1[CH:3]=[CH:4][CH:5]=[C:6]2[C:10]=1[CH:9]([NH:11][C:12]1[CH:21]=[CH:20][C:19]3[C:14](=[CH:15][CH:16]=[C:17]([NH2:22])[CH:18]=3)[N:13]=1)[CH2:8][CH2:7]2.[CH:23]([N:26]=[C:27]=[O:28])([CH3:25])[CH3:24], predict the reaction product. (2) Given the reactants [NH2:1][C:2](=[O:65])[C@@H:3]([NH:25][C:26](=[O:64])[C@@H:27]([NH:56][C:57]([O:59][C:60]([CH3:63])([CH3:62])[CH3:61])=[O:58])[CH2:28][CH2:29][NH:30][C:31]([O:33][C:34]1[CH:55]=[CH:54][C:37]([CH2:38][C@@H:39]([C:48]([O:50]CC=C)=[O:49])[NH:40][C:41]([O:43][C:44]([CH3:47])([CH3:46])[CH3:45])=[O:42])=[CH:36][CH:35]=1)=[O:32])[CH2:4][S:5][C:6]([C:19]1[CH:24]=[CH:23][CH:22]=[CH:21][CH:20]=1)([C:13]1[CH:18]=[CH:17][CH:16]=[CH:15][CH:14]=1)[C:7]1[CH:12]=[CH:11][CH:10]=[CH:9][CH:8]=1.C(N(CC)CC)C.C(O)=O, predict the reaction product. The product is: [NH2:1][C:2](=[O:65])[C@@H:3]([NH:25][C:26](=[O:64])[C@@H:27]([NH:56][C:57]([O:59][C:60]([CH3:63])([CH3:62])[CH3:61])=[O:58])[CH2:28][CH2:29][NH:30][C:31]([O:33][C:34]1[CH:55]=[CH:54][C:37]([CH2:38][C@@H:39]([C:48]([OH:50])=[O:49])[NH:40][C:41]([O:43][C:44]([CH3:47])([CH3:46])[CH3:45])=[O:42])=[CH:36][CH:35]=1)=[O:32])[CH2:4][S:5][C:6]([C:13]1[CH:18]=[CH:17][CH:16]=[CH:15][CH:14]=1)([C:7]1[CH:12]=[CH:11][CH:10]=[CH:9][CH:8]=1)[C:19]1[CH:24]=[CH:23][CH:22]=[CH:21][CH:20]=1. (3) Given the reactants [CH2:1](N)[CH:2]=[CH2:3].[CH:5]1[CH:10]=[C:9](Cl)[CH:8]=[C:7]([C:12]([O:14]O)=O)[CH:6]=1.[CH3:16]N([CH:19]=[O:20])C, predict the reaction product. The product is: [CH2:3]=[CH:2][C:1]1[CH:9]=[CH:10][CH:5]=[CH:6][CH:7]=1.[CH2:3]=[CH:2][C:1]1[CH:9]=[CH:8][C:7]([CH:6]=[CH2:5])=[CH:12][CH:16]=1.[CH2:19]1[O:20][CH:1]1[CH2:2][O:14][CH2:12][C:7]1[CH:6]=[CH:5][CH:10]=[CH:9][CH:8]=1. (4) Given the reactants [CH:1]1([N:4]([CH2:37][C:38]2[CH:43]=[C:42]([CH2:44][CH2:45][CH2:46][O:47][CH3:48])[CH:41]=[C:40]([O:49][CH2:50][CH2:51][O:52][CH3:53])[CH:39]=2)[C:5]([C@@H:7]2[C@:12]([C:22]3[CH:27]=[CH:26][C:25]([F:28])=[C:24]([F:29])[CH:23]=3)([O:13][CH2:14][C:15]3[CH:20]=[CH:19][C:18]([F:21])=[CH:17][CH:16]=3)[CH2:11][CH2:10][N:9](C(OC(C)(C)C)=O)[CH2:8]2)=[O:6])[CH2:3][CH2:2]1.Cl, predict the reaction product. The product is: [CH:1]1([N:4]([CH2:37][C:38]2[CH:43]=[C:42]([CH2:44][CH2:45][CH2:46][O:47][CH3:48])[CH:41]=[C:40]([O:49][CH2:50][CH2:51][O:52][CH3:53])[CH:39]=2)[C:5]([C@@H:7]2[C@:12]([C:22]3[CH:27]=[CH:26][C:25]([F:28])=[C:24]([F:29])[CH:23]=3)([O:13][CH2:14][C:15]3[CH:20]=[CH:19][C:18]([F:21])=[CH:17][CH:16]=3)[CH2:11][CH2:10][NH:9][CH2:8]2)=[O:6])[CH2:3][CH2:2]1. (5) Given the reactants [CH3:1][O:2][C:3]1[CH:8]=[CH:7][CH:6]=[CH:5][C:4]=1[N:9]1[CH2:14][CH2:13][NH:12][CH2:11][CH2:10]1.[CH3:15][C:16]1[CH:21]=[CH:20][CH:19]=[CH:18][C:17]=1[C:22]1[CH:27]=[CH:26][CH:25]=[C:24]([CH:28]=O)[CH:23]=1.[BH-](OC(C)=O)(OC(C)=O)OC(C)=O.[Na+].C1(C2C=CC=CC=2)C=CC=CC=1CN1CCN(C2C=CC=CC=2)CC1, predict the reaction product. The product is: [CH3:15][C:16]1[CH:21]=[CH:20][CH:19]=[CH:18][C:17]=1[C:22]1[CH:27]=[CH:26][CH:25]=[C:24]([CH2:28][N:12]2[CH2:13][CH2:14][N:9]([C:4]3[CH:5]=[CH:6][CH:7]=[CH:8][C:3]=3[O:2][CH3:1])[CH2:10][CH2:11]2)[CH:23]=1. (6) Given the reactants [Li+].CC([N-]C(C)C)C.[Br:9][C:10]1[CH:15]=[CH:14][C:13]([O:16][CH3:17])=[C:12]([F:18])[CH:11]=1.CN([CH:22]=[O:23])C.O, predict the reaction product. The product is: [Br:9][C:10]1[C:11]([CH:22]=[O:23])=[C:12]([F:18])[C:13]([O:16][CH3:17])=[CH:14][CH:15]=1. (7) Given the reactants [F-].[Cs+].Cl.[F:4][CH2:5][C@@H:6]1[CH2:10][CH2:9][CH2:8][NH:7]1.Br[C:12]1[N:20]([CH2:21][C@H:22]2[CH2:27][CH2:26][C@H:25]([CH3:28])[CH2:24][CH2:23]2)[C:19]2[C:14](=[N:15][C:16]([C:36]3[NH:40][C:39](=[O:41])[O:38][N:37]=3)=[N:17][C:18]=2[NH:29][C@@H:30]([CH:32]2[CH2:35][CH2:34][CH2:33]2)[CH3:31])[N:13]=1, predict the reaction product. The product is: [CH:32]1([C@H:30]([NH:29][C:18]2[N:17]=[C:16]([C:36]3[NH:40][C:39](=[O:41])[O:38][N:37]=3)[N:15]=[C:14]3[C:19]=2[N:20]([CH2:21][C@H:22]2[CH2:23][CH2:24][C@H:25]([CH3:28])[CH2:26][CH2:27]2)[C:12]([N:7]2[CH2:8][CH2:9][CH2:10][C@H:6]2[CH2:5][F:4])=[N:13]3)[CH3:31])[CH2:35][CH2:34][CH2:33]1. (8) Given the reactants [N:1]1([CH2:6][CH2:7][OH:8])[CH:5]=[CH:4][CH:3]=[N:2]1.C(N(CC)CC)C.[C:16]1([CH3:26])[CH:21]=[CH:20][C:19]([S:22](Cl)(=[O:24])=[O:23])=[CH:18][CH:17]=1, predict the reaction product. The product is: [CH3:26][C:16]1[CH:21]=[CH:20][C:19]([S:22]([O:8][CH2:7][CH2:6][N:1]2[CH:5]=[CH:4][CH:3]=[N:2]2)(=[O:24])=[O:23])=[CH:18][CH:17]=1.